Dataset: Full USPTO retrosynthesis dataset with 1.9M reactions from patents (1976-2016). Task: Predict the reactants needed to synthesize the given product. (1) Given the product [C:23]([C:20]1[CH:19]=[C:18]([C:16]2[S:38][C:12]([C:11]([S:8]([C:5]3[CH:6]=[CH:7][C:2]([F:1])=[CH:3][CH:4]=3)(=[O:10])=[O:9])([CH3:28])[CH3:27])=[N:14][N:15]=2)[O:22][N:21]=1)([CH3:26])([CH3:25])[CH3:24], predict the reactants needed to synthesize it. The reactants are: [F:1][C:2]1[CH:7]=[CH:6][C:5]([S:8]([C:11]([CH3:28])([CH3:27])[C:12]([NH:14][NH:15][C:16]([C:18]2[O:22][N:21]=[C:20]([C:23]([CH3:26])([CH3:25])[CH3:24])[CH:19]=2)=O)=O)(=[O:10])=[O:9])=[CH:4][CH:3]=1.COC1C=CC(P2(SP(C3C=CC(OC)=CC=3)(=S)S2)=[S:38])=CC=1. (2) Given the product [CH2:3]([O:5][CH2:6][CH2:7][O:8][C:9]1[CH:14]=[C:13](/[CH:15]=[C:16](\[O:21][CH3:22])/[C:17]([OH:19])=[O:18])[CH:12]=[CH:11][C:10]=1[C:23]1[CH:28]=[CH:27][CH:26]=[C:25]([N:29]([CH3:38])[C:30]([NH:32][CH2:33][CH2:34][CH2:35][CH2:36][CH3:37])=[O:31])[CH:24]=1)[CH3:4], predict the reactants needed to synthesize it. The reactants are: [OH-].[Na+].[CH2:3]([O:5][CH2:6][CH2:7][O:8][C:9]1[CH:14]=[C:13](/[CH:15]=[C:16](\[O:21][CH3:22])/[C:17]([O:19]C)=[O:18])[CH:12]=[CH:11][C:10]=1[C:23]1[CH:28]=[CH:27][CH:26]=[C:25]([N:29]([CH3:38])[C:30]([NH:32][CH2:33][CH2:34][CH2:35][CH2:36][CH3:37])=[O:31])[CH:24]=1)[CH3:4].O.Cl. (3) The reactants are: [CH3:1][O:2][C:3](=[O:34])[CH2:4][CH2:5][NH:6][C:7](=[O:33])[C:8]1[CH:13]=[CH:12][C:11]([CH:14]([O:19][C:20]2[CH:25]=[CH:24][C:23](Br)=[C:22]([CH:27]3[O:32][CH2:31][CH2:30][CH2:29][O:28]3)[CH:21]=2)[CH2:15][CH:16]([CH3:18])[CH3:17])=[CH:10][CH:9]=1.[F-].[K+].[CH:37]([C:40]1[CH:45]=[CH:44][C:43](B(O)O)=[CH:42][CH:41]=1)([CH3:39])[CH3:38]. Given the product [CH3:1][O:2][C:3](=[O:34])[CH2:4][CH2:5][NH:6][C:7](=[O:33])[C:8]1[CH:13]=[CH:12][C:11]([CH:14]([O:19][C:20]2[CH:25]=[CH:24][C:23]([C:43]3[CH:44]=[CH:45][C:40]([CH:37]([CH3:39])[CH3:38])=[CH:41][CH:42]=3)=[C:22]([CH:27]3[O:32][CH2:31][CH2:30][CH2:29][O:28]3)[CH:21]=2)[CH2:15][CH:16]([CH3:18])[CH3:17])=[CH:10][CH:9]=1, predict the reactants needed to synthesize it. (4) Given the product [Si:13]([O:1][CH2:2][C:3]1[NH:4][CH:5]=[CH:6][N:7]=1)([C:26]([CH3:29])([CH3:28])[CH3:27])([C:20]1[CH:21]=[CH:22][CH:23]=[CH:24][CH:25]=1)[C:14]1[CH:19]=[CH:18][CH:17]=[CH:16][CH:15]=1, predict the reactants needed to synthesize it. The reactants are: [OH:1][CH2:2][C:3]1[NH:4][CH:5]=[CH:6][N:7]=1.N1C=CN=C1.[Si:13](Cl)([C:26]([CH3:29])([CH3:28])[CH3:27])([C:20]1[CH:25]=[CH:24][CH:23]=[CH:22][CH:21]=1)[C:14]1[CH:19]=[CH:18][CH:17]=[CH:16][CH:15]=1.